From a dataset of Forward reaction prediction with 1.9M reactions from USPTO patents (1976-2016). Predict the product of the given reaction. Given the reactants [F:1][C:2]([F:32])([F:31])[C:3]([C:6]1[CH:11]=[CH:10][C:9]([N:12]2[CH2:17][CH2:16][N:15]([S:18]([C:21]3[S:22][CH:23]=[CH:24][CH:25]=3)(=[O:20])=[O:19])[CH2:14][C@@H:13]2[CH2:26][NH:27][CH:28]([CH3:30])[CH3:29])=[CH:8][CH:7]=1)([OH:5])[CH3:4].[N:33]1[CH:38]=[CH:37][CH:36]=[C:35]([S:39](Cl)(=[O:41])=[O:40])[CH:34]=1.CCN(C(C)C)C(C)C, predict the reaction product. The product is: [CH3:30][CH:28]([N:27]([CH2:26][C@H:13]1[CH2:14][N:15]([S:18]([C:21]2[S:22][CH:23]=[CH:24][CH:25]=2)(=[O:20])=[O:19])[CH2:16][CH2:17][N:12]1[C:9]1[CH:8]=[CH:7][C:6]([C:3]([OH:5])([CH3:4])[C:2]([F:1])([F:31])[F:32])=[CH:11][CH:10]=1)[S:39]([C:35]1[CH:34]=[N:33][CH:38]=[CH:37][CH:36]=1)(=[O:41])=[O:40])[CH3:29].